From a dataset of Catalyst prediction with 721,799 reactions and 888 catalyst types from USPTO. Predict which catalyst facilitates the given reaction. (1) Reactant: [CH3:1][O:2][C:3]1[N:4]=[CH:5][C:6]([C:9]([NH:11][C:12]2[CH:13]=[C:14]3[C@@:23]4([CH2:27][O:26][C:25]([NH:28]C(=O)OC(C)(C)C)=[N:24]4)[C:20]4([CH2:22][CH2:21]4)[C:19]([CH3:37])([CH3:36])[O:18][C:15]3=[CH:16][CH:17]=2)=[O:10])=[N:7][CH:8]=1.FC(F)(F)C(O)=O. Product: [NH2:28][C:25]1[O:26][CH2:27][C@@:23]2([C:14]3[C:15](=[CH:16][CH:17]=[C:12]([NH:11][C:9]([C:6]4[CH:5]=[N:4][C:3]([O:2][CH3:1])=[CH:8][N:7]=4)=[O:10])[CH:13]=3)[O:18][C:19]([CH3:36])([CH3:37])[C:20]32[CH2:21][CH2:22]3)[N:24]=1. The catalyst class is: 22. (2) Reactant: [Na+].[Cl-].C[O:4][C:5]1[CH:6]=[CH:7][C:8]([CH2:12][CH2:13][CH2:14][C:15]2[CH:16]=[CH:17][C:18]([OH:21])=[CH:19][CH:20]=2)=[C:9]([OH:11])[CH:10]=1. Product: [OH:4][C:5]1[CH:10]=[C:9]2[C:8]([CH2:12][CH2:13][C@@H:14]([C:15]3[CH:16]=[CH:17][C:18]([OH:21])=[CH:19][CH:20]=3)[O:11]2)=[CH:7][CH:6]=1. The catalyst class is: 5. (3) Reactant: [Cl:1][CH2:2][C:3]([C:5]1[CH:10]=[C:9]([N+:11]([O-:13])=[O:12])[C:8]([OH:14])=[C:7]([OH:15])[CH:6]=1)=[O:4].[N:16]1[CH:21]=[CH:20][CH:19]=[CH:18][CH:17]=1. Product: [Cl-:1].[CH:3](=[O:4])[CH3:2].[OH:15][C:7]1[CH:6]=[C:5]([N:16]2[CH:17]=[CH:18][CH:19]=[CH:20][CH3+:21]2)[CH:10]=[C:9]([N+:11]([O-:13])=[O:12])[C:8]=1[OH:14]. The catalyst class is: 3. (4) Reactant: Cl[CH2:2][CH2:3][CH2:4][N:5]1[C:9]2[CH:10]=[CH:11][CH:12]=[CH:13][C:8]=2[N:7]=[CH:6]1.[F:14][C:15]1[CH:16]=[C:17]([N:21]2[CH2:26][CH2:25][NH:24][CH2:23][CH2:22]2)[CH:18]=[CH:19][CH:20]=1.C(N(C(C)C)CC)(C)C.[I-].[K+]. Product: [F:14][C:15]1[CH:16]=[C:17]([N:21]2[CH2:26][CH2:25][N:24]([CH2:2][CH2:3][CH2:4][N:5]3[C:9]4[CH:10]=[CH:11][CH:12]=[CH:13][C:8]=4[N:7]=[CH:6]3)[CH2:23][CH2:22]2)[CH:18]=[CH:19][CH:20]=1. The catalyst class is: 10. (5) Reactant: [Cl:1][C:2]1[CH:3]=[C:4]([C:9]2[CH:14]=[C:13]([N:15]3[CH2:20][CH2:19][N:18]([C:21]4[C:26]([CH3:27])=[CH:25][C:24]([N+:28]([O-])=O)=[CH:23][N:22]=4)[CH2:17][CH2:16]3)[N:12]=[C:11]([N:31]3[CH2:35][CH2:34][CH2:33][CH:32]3[CH3:36])[N:10]=2)[CH:5]=[CH:6][C:7]=1[F:8]. Product: [Cl:1][C:2]1[CH:3]=[C:4]([C:9]2[N:10]=[C:11]([N:31]3[CH2:35][CH2:34][CH2:33][CH:32]3[CH3:36])[N:12]=[C:13]([N:15]3[CH2:16][CH2:17][N:18]([C:21]4[N:22]=[CH:23][C:24]([NH2:28])=[CH:25][C:26]=4[CH3:27])[CH2:19][CH2:20]3)[CH:14]=2)[CH:5]=[CH:6][C:7]=1[F:8]. The catalyst class is: 25. (6) Reactant: [F:1][C:2]1[CH:3]=[C:4]([C@H:10]2[NH:15][C@@H:14]([C@@H:16]([OH:18])[CH3:17])[CH2:13][O:12][CH2:11]2)[CH:5]=[C:6]([F:9])[C:7]=1[F:8].N1C=CC=CC=1.[C:25](Cl)(=[O:29])[C:26](Cl)=[O:27]. Product: [CH3:17][C@H:16]1[C@H:14]2[CH2:13][O:12][CH2:11][C@@H:10]([C:4]3[CH:3]=[C:2]([F:1])[C:7]([F:8])=[C:6]([F:9])[CH:5]=3)[N:15]2[C:26](=[O:27])[C:25](=[O:29])[O:18]1. The catalyst class is: 46. (7) Reactant: S(=O)(=O)(O)O.[F:6][C:7]1[C:12]([F:13])=[CH:11][CH:10]=[CH:9][C:8]=1[C@H:14]1[CH2:20][N:19]2[C:21]([C:24]([O:27]C)([CH3:26])[CH3:25])=[CH:22][N:23]=[C:18]2[C@H:17]([NH:29]C(=O)OC(C)(C)C)[CH2:16][CH2:15]1. Product: [NH2:29][C@@H:17]1[CH2:16][CH2:15][C@@H:14]([C:8]2[CH:9]=[CH:10][CH:11]=[C:12]([F:13])[C:7]=2[F:6])[CH2:20][N:19]2[C:21]([C:24]([OH:27])([CH3:25])[CH3:26])=[CH:22][N:23]=[C:18]12. The catalyst class is: 6.